Dataset: Forward reaction prediction with 1.9M reactions from USPTO patents (1976-2016). Task: Predict the product of the given reaction. Given the reactants [N:1]([CH2:4][CH2:5][CH2:6][N:7]1[CH2:12][CH2:11][CH2:10][CH2:9][CH2:8]1)=[C:2]=[S:3].[N+:13]([C:16]1[CH:25]=[CH:24][C:19]([C:20]([NH:22][NH2:23])=[O:21])=[CH:18][CH:17]=1)([O-:15])=[O:14], predict the reaction product. The product is: [N+:13]([C:16]1[CH:17]=[CH:18][C:19]([C:20]([NH:22][NH:23][C:2](=[S:3])[NH:1][CH2:4][CH2:5][CH2:6][N:7]2[CH2:12][CH2:11][CH2:10][CH2:9][CH2:8]2)=[O:21])=[CH:24][CH:25]=1)([O-:15])=[O:14].